Predict the product of the given reaction. From a dataset of Forward reaction prediction with 1.9M reactions from USPTO patents (1976-2016). Given the reactants [OH:1][CH:2]1[CH2:6][CH2:5][NH:4][CH2:3]1.Br[CH2:8][C:9]#[N:10], predict the reaction product. The product is: [OH:1][CH:2]1[CH2:6][CH2:5][N:4]([CH2:8][C:9]#[N:10])[CH2:3]1.